Dataset: Catalyst prediction with 721,799 reactions and 888 catalyst types from USPTO. Task: Predict which catalyst facilitates the given reaction. (1) Reactant: CC(C[AlH]CC(C)C)C.[CH2:10]([O:12][C:13]1[N:23]=[CH:22][C:21]([S:24]([N:27]2[CH2:32][CH2:31][N:30]([CH2:33][CH3:34])[CH2:29][CH2:28]2)(=[O:26])=[O:25])=[CH:20][C:14]=1[C:15](OCC)=[O:16])[CH3:11].O.C(OCC)(=O)C. Product: [CH2:10]([O:12][C:13]1[N:23]=[CH:22][C:21]([S:24]([N:27]2[CH2:28][CH2:29][N:30]([CH2:33][CH3:34])[CH2:31][CH2:32]2)(=[O:26])=[O:25])=[CH:20][C:14]=1[CH:15]=[O:16])[CH3:11]. The catalyst class is: 11. (2) Reactant: [NH2:1][C:2]1[C:10]2[N:9]=[CH:8][N:7]([C:11]3[CH:18]=[CH:17][C:14]([C:15]#[N:16])=[CH:13][CH:12]=3)[C:6]=2[CH:5]=[CH:4][CH:3]=1.C(O[BH-](OC(=O)C)OC(=O)C)(=O)C.[Na+].[CH:33](=O)[CH:34]([CH3:36])[CH3:35].C(O)(=O)C. Product: [CH3:33][CH:34]([CH3:36])[CH2:35][NH:1][C:2]1[C:10]2[N:9]=[CH:8][N:7]([C:11]3[CH:18]=[CH:17][C:14]([C:15]#[N:16])=[CH:13][CH:12]=3)[C:6]=2[CH:5]=[CH:4][CH:3]=1. The catalyst class is: 4.